From a dataset of Catalyst prediction with 721,799 reactions and 888 catalyst types from USPTO. Predict which catalyst facilitates the given reaction. (1) Reactant: [CH3:1][CH:2]1[CH2:7][CH2:6][CH:5]([NH2:8])[CH2:4][CH2:3]1.[CH2:9]1[CH2:15][S:12](=[O:14])(=[O:13])[O:11][CH2:10]1. Product: [CH3:1][CH:2]1[CH2:7][CH2:6][CH:5]([NH:8][CH2:10][CH2:9][CH2:15][S:12]([OH:14])(=[O:13])=[O:11])[CH2:4][CH2:3]1. The catalyst class is: 7. (2) Product: [CH3:1][O:2][C:3](=[O:24])[C:4]1[CH:23]=[CH:22][CH:21]=[C:6]([C:7]2[S:26][C:11]([C:13]3[CH:18]=[CH:17][C:16]([O:19][CH3:20])=[CH:15][CH:14]=3)=[CH:10][N:9]=2)[CH:5]=1. The catalyst class is: 12. Reactant: [CH3:1][O:2][C:3](=[O:24])[C:4]1[CH:23]=[CH:22][CH:21]=[C:6]([C:7]([NH:9][CH2:10][C:11]([C:13]2[CH:18]=[CH:17][C:16]([O:19][CH3:20])=[CH:15][CH:14]=2)=O)=O)[CH:5]=1.P12(SP3(SP(SP(S3)(S1)=S)(=S)S2)=S)=[S:26].O. (3) Reactant: [CH3:1][Si]([N-][Si](C)(C)C)(C)C.[Na+].[F:11][C:12]1[CH:17]=[CH:16][C:15]([CH2:18][C:19]([OH:21])=[O:20])=[CH:14][CH:13]=1.BrC[C:24]([CH2:26][CH2:27][Cl:28])=[CH2:25]. Product: [Cl:28][CH2:27][C:26](=[CH2:1])[CH2:24][CH2:25][CH:18]([C:15]1[CH:14]=[CH:13][C:12]([F:11])=[CH:17][CH:16]=1)[C:19]([OH:21])=[O:20]. The catalyst class is: 1. (4) Reactant: [CH3:1][C:2]1([CH2:13][CH2:14][CH2:15][NH:16][CH3:17])[CH2:11][C:10]2[C:5](=[CH:6][CH:7]=[CH:8][CH:9]=2)[NH:4][C:3]1=[O:12].[C:26](O[C:26]([O:28][C:29]([CH3:32])([CH3:31])[CH3:30])=[O:27])([O:28][C:29]([CH3:32])([CH3:31])[CH3:30])=[O:27].C(OCC)(=O)C.O. Product: [C:29]([O:28][C:26](=[O:27])[N:16]([CH3:17])[CH2:15][CH2:14][CH2:13][C:2]1([CH3:1])[CH2:11][CH:10]2[CH:5]([CH:6]=[CH:7][CH:8]=[CH:9]2)[NH:4][C:3]1=[O:12])([CH3:30])([CH3:31])[CH3:32]. The catalyst class is: 1.